From a dataset of Full USPTO retrosynthesis dataset with 1.9M reactions from patents (1976-2016). Predict the reactants needed to synthesize the given product. (1) Given the product [NH2:8][C:4]1[N:5]=[CH:6][N:7]=[C:2]([NH:18][C@H:19]([C:22]2[N:23]([CH:34]3[CH2:36][CH2:35]3)[C:24](=[O:33])[C:25]3[C:30]([CH:31]=2)=[CH:29][CH:28]=[CH:27][C:26]=3[Cl:32])[CH2:20][CH3:21])[C:3]=1[C:9]1[N:13]=[C:12]([CH2:14][O:15][CH3:16])[N:11]([CH3:17])[N:10]=1, predict the reactants needed to synthesize it. The reactants are: Cl[C:2]1[N:7]=[CH:6][N:5]=[C:4]([NH2:8])[C:3]=1[C:9]1[N:13]=[C:12]([CH2:14][O:15][CH3:16])[N:11]([CH3:17])[N:10]=1.[NH2:18][C@H:19]([C:22]1[N:23]([CH:34]2[CH2:36][CH2:35]2)[C:24](=[O:33])[C:25]2[C:30]([CH:31]=1)=[CH:29][CH:28]=[CH:27][C:26]=2[Cl:32])[CH2:20][CH3:21].CCN(C(C)C)C(C)C.C(Cl)Cl.CO. (2) Given the product [CH2:1]([O:3][C:4](=[O:25])[CH2:5][C:6]1[CH:7]=[CH:8][C:9]([C:12]2[CH:17]=[CH:16][C:15]([C:18]3[O:22][N:21]=[C:20]([CH3:23])[C:19]=3[NH:24][CH:35]([CH3:36])[CH2:34][CH2:33][C:29]3[CH:30]=[CH:31][CH:32]=[C:27]([Cl:26])[CH:28]=3)=[CH:14][CH:13]=2)=[CH:10][CH:11]=1)[CH3:2], predict the reactants needed to synthesize it. The reactants are: [CH2:1]([O:3][C:4](=[O:25])[CH2:5][C:6]1[CH:11]=[CH:10][C:9]([C:12]2[CH:17]=[CH:16][C:15]([C:18]3[O:22][N:21]=[C:20]([CH3:23])[C:19]=3[NH2:24])=[CH:14][CH:13]=2)=[CH:8][CH:7]=1)[CH3:2].[Cl:26][C:27]1[CH:28]=[C:29]([CH2:33][CH2:34][C:35](=O)[CH3:36])[CH:30]=[CH:31][CH:32]=1. (3) Given the product [Cl:22][CH2:2][C:3]1[N:4]=[C:5]2[C:10]([NH:11][C:12](=[O:17])[C:13]([CH3:16])([CH3:15])[CH3:14])=[CH:9][CH:8]=[CH:7][N:6]2[C:18]=1[CH3:19], predict the reactants needed to synthesize it. The reactants are: O[CH2:2][C:3]1[N:4]=[C:5]2[C:10]([NH:11][C:12](=[O:17])[C:13]([CH3:16])([CH3:15])[CH3:14])=[CH:9][CH:8]=[CH:7][N:6]2[C:18]=1[CH3:19].S(Cl)([Cl:22])=O.C(=O)(O)[O-].[Na+]. (4) Given the product [CH:8]1([O:13][C:14]2[C:22]3[N:21]=[C:20]([CH2:23][O:24][C:25]4[CH:30]=[CH:29][C:28]([Cl:31])=[CH:27][CH:26]=4)[N:19]([CH2:32][CH2:33][CH2:34][CH:35]4[CH2:40][CH2:39][N:38]([CH2:55][CH2:54][CH2:53][C:47]5[CH:52]=[CH:51][CH:50]=[CH:49][CH:48]=5)[CH2:37][CH2:36]4)[C:18]=3[CH:17]=[CH:16][CH:15]=2)[CH2:12][CH2:11][CH2:10][CH2:9]1, predict the reactants needed to synthesize it. The reactants are: FC(F)(F)C(O)=O.[CH:8]1([O:13][C:14]2[C:22]3[N:21]=[C:20]([CH2:23][O:24][C:25]4[CH:30]=[CH:29][C:28]([Cl:31])=[CH:27][CH:26]=4)[N:19]([CH2:32][CH2:33][CH2:34][CH:35]4[CH2:40][CH2:39][NH:38][CH2:37][CH2:36]4)[C:18]=3[CH:17]=[CH:16][CH:15]=2)[CH2:12][CH2:11][CH2:10][CH2:9]1.C(=O)([O-])[O-].[K+].[K+].[C:47]1([CH2:53][CH2:54][CH2:55]Br)[CH:52]=[CH:51][CH:50]=[CH:49][CH:48]=1. (5) Given the product [NH2:25][C:2]1[N:11]=[C:10]([NH:16][NH:15][C:17](=[O:24])[CH2:18][C:19]([O:21][CH2:22][CH3:23])=[O:20])[C:9]2[C:4](=[C:5]([O:13][CH3:14])[CH:6]=[CH:7][CH:8]=2)[N:3]=1, predict the reactants needed to synthesize it. The reactants are: Cl[C:2]1[N:11]=[C:10](Cl)[C:9]2[C:4](=[C:5]([O:13][CH3:14])[CH:6]=[CH:7][CH:8]=2)[N:3]=1.[NH:15]([C:17](=[O:24])[CH2:18][C:19]([O:21][CH2:22][CH3:23])=[O:20])[NH2:16].[NH3:25]. (6) Given the product [Cl:8][C:9]1[CH:36]=[CH:35][CH:34]=[C:33]([Cl:37])[C:10]=1[C:11]([NH:13][C:14]1[CH:26]=[C:25]([C:27]2[CH:32]=[CH:31][CH:30]=[CH:29][CH:28]=2)[CH:24]=[CH:23][C:15]=1[C:16]([OH:18])=[O:17])=[O:12], predict the reactants needed to synthesize it. The reactants are: FC(F)(F)C(O)=O.[Cl:8][C:9]1[CH:36]=[CH:35][CH:34]=[C:33]([Cl:37])[C:10]=1[C:11]([NH:13][C:14]1[CH:26]=[C:25]([C:27]2[CH:32]=[CH:31][CH:30]=[CH:29][CH:28]=2)[CH:24]=[CH:23][C:15]=1[C:16]([O:18]C(C)(C)C)=[O:17])=[O:12]. (7) The reactants are: S(Cl)([Cl:4])(=O)=O.[Br:6][C:7]1[CH:8]=[CH:9][C:10]2[S:14][C:13](S)=[N:12][C:11]=2[CH:16]=1. Given the product [Br:6][C:7]1[CH:8]=[CH:9][C:10]2[S:14][C:13]([Cl:4])=[N:12][C:11]=2[CH:16]=1, predict the reactants needed to synthesize it.